This data is from Forward reaction prediction with 1.9M reactions from USPTO patents (1976-2016). The task is: Predict the product of the given reaction. (1) Given the reactants [C:9](O[C:9]([O:11][C:12]([CH3:15])([CH3:14])[CH3:13])=[O:10])([O:11][C:12]([CH3:15])([CH3:14])[CH3:13])=[O:10].[O:16]=[C:17]1[C:25](=[O:26])[C:24]2[C:19](=[CH:20][CH:21]=[C:22]([CH:27]([CH2:33][CH2:34][CH:35]([F:37])[F:36])[C:28]([O:30][CH2:31][CH3:32])=[O:29])[CH:23]=2)[NH:18]1, predict the reaction product. The product is: [CH2:31]([O:30][C:28]([CH:27]([C:22]1[CH:23]=[C:24]2[C:19](=[CH:20][CH:21]=1)[N:18]([C:9]([O:11][C:12]([CH3:13])([CH3:14])[CH3:15])=[O:10])[C:17](=[O:16])[C:25]2=[O:26])[CH2:33][CH2:34][CH:35]([F:36])[F:37])=[O:29])[CH3:32]. (2) Given the reactants [C:1]1([S:7]([N:10]2[C:14]3=[N:15][CH:16]=[C:17]([C:19]#[C:20][CH2:21][O:22][CH3:23])[CH:18]=[C:13]3[CH:12]=[C:11]2[C:24](OS(C2C=CC(C)=CC=2)(=O)=O)=[CH:25][CH:26]2[CH2:30][CH2:29][CH2:28][CH2:27]2)(=[O:9])=[O:8])[CH:6]=[CH:5][CH:4]=[CH:3][CH:2]=1.[CH3:42][S:43]([C:46]1[CH:51]=[CH:50][C:49](B(O)O)=[CH:48][CH:47]=1)(=[O:45])=[O:44].C(=O)([O-])[O-].[Na+].[Na+], predict the reaction product. The product is: [C:1]1([S:7]([N:10]2[C:14]3=[N:15][CH:16]=[C:17]([C:19]#[C:20][CH2:21][O:22][CH3:23])[CH:18]=[C:13]3[CH:12]=[C:11]2[C:24]([C:49]2[CH:50]=[CH:51][C:46]([S:43]([CH3:42])(=[O:45])=[O:44])=[CH:47][CH:48]=2)=[CH:25][CH:26]2[CH2:30][CH2:29][CH2:28][CH2:27]2)(=[O:9])=[O:8])[CH:6]=[CH:5][CH:4]=[CH:3][CH:2]=1. (3) Given the reactants [Br:1][C:2]1[CH:7]=[C:6]([CH3:8])[CH:5]=[CH:4][N:3]=1.FC1C=C([CH2:16][C:17](=[O:19])C)C=CN=1, predict the reaction product. The product is: [Br:1][C:2]1[CH:7]=[C:6]([CH2:8][C:17](=[O:19])[CH3:16])[CH:5]=[CH:4][N:3]=1. (4) The product is: [C:1]([C:4]1[CH:5]=[C:6]([NH:11][S:12]([C:15]2[CH:24]=[C:23]3[C:18]([CH:19]=[CH:20][C:21]([N:25]4[CH2:26][CH2:27][N:28]([C:29]5[CH:38]=[C:37]6[C:32]([CH:33]=[CH:34][C:35]([S:39]([NH:42][C:43]7[CH:44]=[CH:45][C:46]([OH:52])=[C:47]([CH:51]=7)[C:48]([OH:50])=[O:49])(=[O:41])=[O:40])=[CH:36]6)=[CH:31][CH:30]=5)[C:54]4=[O:56])=[CH:22]3)=[CH:17][CH:16]=2)(=[O:13])=[O:14])[CH:7]=[CH:8][C:9]=1[OH:10])([OH:3])=[O:2]. Given the reactants [C:1]([C:4]1[CH:5]=[C:6]([NH:11][S:12]([C:15]2[CH:24]=[C:23]3[C:18]([CH:19]=[CH:20][C:21]([NH:25][CH2:26][CH2:27][NH:28][C:29]4[CH:38]=[C:37]5[C:32]([CH:33]=[CH:34][C:35]([S:39]([NH:42][C:43]6[CH:44]=[CH:45][C:46]([OH:52])=[C:47]([CH:51]=6)[C:48]([OH:50])=[O:49])(=[O:41])=[O:40])=[CH:36]5)=[CH:31][CH:30]=4)=[CH:22]3)=[CH:17][CH:16]=2)(=[O:14])=[O:13])[CH:7]=[CH:8][C:9]=1[OH:10])([OH:3])=[O:2].Cl[C:54](Cl)([O:56]C(=O)OC(Cl)(Cl)Cl)Cl.Cl, predict the reaction product. (5) Given the reactants [CH2:1]([O:5][CH2:6][CH2:7][O:8][C:9]1[CH:14]=[CH:13][C:12]([C:15]2[CH:16]=[CH:17][C:18]3[N:25]([CH2:26][CH:27]([CH3:29])[CH3:28])[CH2:24][CH2:23][CH2:22][C:21]([C:30](O)=[O:31])=[CH:20][C:19]=3[CH:33]=2)=[CH:11][CH:10]=1)[CH2:2][CH2:3][CH3:4].CN(C=O)C.S(Cl)(Cl)=O.[CH3:43][C:44]1[CH:45]=[C:46]([CH:48]=[CH:49][C:50]=1[S:51][CH2:52][C:53]1[N:57]([CH2:58][CH2:59][CH3:60])[CH:56]=[N:55][CH:54]=1)[NH2:47], predict the reaction product. The product is: [CH2:1]([O:5][CH2:6][CH2:7][O:8][C:9]1[CH:10]=[CH:11][C:12]([C:15]2[CH:16]=[CH:17][C:18]3[N:25]([CH2:26][CH:27]([CH3:28])[CH3:29])[CH2:24][CH2:23][CH2:22][C:21]([C:30]([NH:47][C:46]4[CH:48]=[CH:49][C:50]([S:51][CH2:52][C:53]5[N:57]([CH2:58][CH2:59][CH3:60])[CH:56]=[N:55][CH:54]=5)=[C:44]([CH3:43])[CH:45]=4)=[O:31])=[CH:20][C:19]=3[CH:33]=2)=[CH:13][CH:14]=1)[CH2:2][CH2:3][CH3:4]. (6) Given the reactants [OH:1][CH2:2][C:3]1[CH:4]=[C:5]([C:11]([O:13][CH3:14])=[O:12])[N:6]=[N:7][C:8]=1[O:9][CH3:10].[CH3:15][C:16]([Si:19](Cl)([CH3:21])[CH3:20])([CH3:18])[CH3:17].N1C=CN=C1, predict the reaction product. The product is: [Si:19]([O:1][CH2:2][C:3]1[CH:4]=[C:5]([C:11]([O:13][CH3:14])=[O:12])[N:6]=[N:7][C:8]=1[O:9][CH3:10])([C:16]([CH3:18])([CH3:17])[CH3:15])([CH3:21])[CH3:20].